The task is: Regression. Given two drug SMILES strings and cell line genomic features, predict the synergy score measuring deviation from expected non-interaction effect.. This data is from NCI-60 drug combinations with 297,098 pairs across 59 cell lines. (1) Drug 1: CCC(=C(C1=CC=CC=C1)C2=CC=C(C=C2)OCCN(C)C)C3=CC=CC=C3.C(C(=O)O)C(CC(=O)O)(C(=O)O)O. Drug 2: CC(C)(C#N)C1=CC(=CC(=C1)CN2C=NC=N2)C(C)(C)C#N. Cell line: EKVX. Synergy scores: CSS=1.89, Synergy_ZIP=-0.368, Synergy_Bliss=-0.0823, Synergy_Loewe=0.424, Synergy_HSA=-0.0187. (2) Drug 1: C1=NC2=C(N1)C(=S)N=C(N2)N. Drug 2: CC1=CC=C(C=C1)C2=CC(=NN2C3=CC=C(C=C3)S(=O)(=O)N)C(F)(F)F. Cell line: SN12C. Synergy scores: CSS=17.9, Synergy_ZIP=-7.13, Synergy_Bliss=-3.01, Synergy_Loewe=-12.2, Synergy_HSA=-2.51. (3) Drug 1: COC1=CC(=CC(=C1O)OC)C2C3C(COC3=O)C(C4=CC5=C(C=C24)OCO5)OC6C(C(C7C(O6)COC(O7)C8=CC=CS8)O)O. Drug 2: CC1=C(C=C(C=C1)C(=O)NC2=CC(=CC(=C2)C(F)(F)F)N3C=C(N=C3)C)NC4=NC=CC(=N4)C5=CN=CC=C5. Cell line: SN12C. Synergy scores: CSS=38.4, Synergy_ZIP=-0.459, Synergy_Bliss=-2.81, Synergy_Loewe=-17.0, Synergy_HSA=-3.10.